Dataset: Full USPTO retrosynthesis dataset with 1.9M reactions from patents (1976-2016). Task: Predict the reactants needed to synthesize the given product. (1) Given the product [CH2:1]([O:8][C:9]1[CH:14]=[CH:13][C:12]([C:19]2[C:20](=[O:26])[N:21]([CH3:25])[CH:22]=[CH:23][CH:24]=2)=[CH:11][CH:10]=1)[C:2]1[CH:7]=[CH:6][CH:5]=[CH:4][CH:3]=1, predict the reactants needed to synthesize it. The reactants are: [CH2:1]([O:8][C:9]1[CH:14]=[CH:13][C:12](B(O)O)=[CH:11][CH:10]=1)[C:2]1[CH:7]=[CH:6][CH:5]=[CH:4][CH:3]=1.Br[C:19]1[C:20](=[O:26])[N:21]([CH3:25])[CH:22]=[CH:23][CH:24]=1.C(=O)([O-])[O-].[Na+].[Na+]. (2) Given the product [CH:14]([C:2]1[C:11]2[C:6](=[CH:7][CH:8]=[C:9]([C:12]#[N:13])[CH:10]=2)[N:5]=[CH:4][CH:3]=1)=[CH2:15], predict the reactants needed to synthesize it. The reactants are: Br[C:2]1[C:11]2[C:6](=[CH:7][CH:8]=[C:9]([C:12]#[N:13])[CH:10]=2)[N:5]=[CH:4][CH:3]=1.[CH:14]([Sn](CCCC)(CCCC)CCCC)=[CH2:15].